The task is: Predict which catalyst facilitates the given reaction.. This data is from Catalyst prediction with 721,799 reactions and 888 catalyst types from USPTO. (1) Reactant: [CH3:1][C:2]1[CH:7]=[CH:6][C:5]([CH2:8][N:9]([CH:21]2[CH2:26][CH2:25][N:24]([C:27](OC(C)(C)C)=O)[CH2:23][CH2:22]2)[C:10](=[O:20])[CH2:11][C:12]2[CH:17]=[CH:16][C:15]([O:18][CH3:19])=[CH:14][CH:13]=2)=[CH:4][CH:3]=1.[CH3:34][C:35]1[CH:42]=[CH:41][C:38](C=O)=[CH:37][CH:36]=1.[BH4-].C(OC(=O)C)(=O)C. Product: [CH3:1][C:2]1[CH:7]=[CH:6][C:5]([CH2:8][N:9]([CH:21]2[CH2:26][CH2:25][N:24]([CH2:27][C:38]3[CH:41]=[CH:42][C:35]([CH3:34])=[CH:36][CH:37]=3)[CH2:23][CH2:22]2)[C:10](=[O:20])[CH2:11][C:12]2[CH:13]=[CH:14][C:15]([O:18][CH3:19])=[CH:16][CH:17]=2)=[CH:4][CH:3]=1. The catalyst class is: 8. (2) Reactant: [Cl:1][C:2]1[CH:3]=[C:4]([CH:8]2[O:12][CH2:11]C[O:9]2)[CH:5]=[CH:6][CH:7]=1.C([Li])(CC)C.C(=O)=[O:19]. Product: [Cl:1][C:2]1[CH:7]=[CH:6][CH:5]=[C:4]2[C:3]=1[C:11](=[O:19])[O:12][CH:8]2[OH:9]. The catalyst class is: 7.